From a dataset of Full USPTO retrosynthesis dataset with 1.9M reactions from patents (1976-2016). Predict the reactants needed to synthesize the given product. (1) Given the product [OH:1][C:2]1[CH:3]=[C:4]([NH:8][C:9]2[N:14]=[C:13]([NH:15][C:16]3[CH:21]=[CH:20][CH:19]=[C:18]([OH:22])[CH:17]=3)[C:12]([CH3:25])=[CH:11][N:10]=2)[CH:5]=[CH:6][CH:7]=1, predict the reactants needed to synthesize it. The reactants are: [OH:1][C:2]1[CH:3]=[C:4]([NH:8][C:9]2[N:14]=[C:13]([NH:15][C:16]3[CH:21]=[CH:20][CH:19]=[C:18]([OH:22])[CH:17]=3)[C:12](F)=[CH:11][N:10]=2)[CH:5]=[CH:6][CH:7]=1.Cl[C:25]1N=C(Cl)C(C)=CN=1.OC1C=C(C=CC=1)N. (2) Given the product [C:31]([NH:35][C:8](=[O:9])[C:7]1[CH:11]=[CH:12][CH:13]=[C:5]([O:4][C:3]2[CH:14]=[CH:15][C:16]([NH:18][C:19]3[C:20]4[N:27]([CH2:28][CH2:29][OH:30])[CH:26]=[CH:25][C:21]=4[N:22]=[CH:23][N:24]=3)=[CH:17][C:2]=2[Cl:1])[CH:6]=1)([CH3:34])([CH3:33])[CH3:32], predict the reactants needed to synthesize it. The reactants are: [Cl:1][C:2]1[CH:17]=[C:16]([NH:18][C:19]2[C:20]3[N:27]([CH2:28][CH2:29][OH:30])[CH:26]=[CH:25][C:21]=3[N:22]=[CH:23][N:24]=2)[CH:15]=[CH:14][C:3]=1[O:4][C:5]1[CH:6]=[C:7]([CH:11]=[CH:12][CH:13]=1)[C:8](O)=[O:9].[C:31]([NH2:35])([CH3:34])([CH3:33])[CH3:32].Cl.C(N=C=NCCCN(C)C)C.ON1C2C=CC=CC=2N=N1. (3) Given the product [F:35][C:36]([F:49])([F:50])[C:37]1[CH:38]=[C:39]([CH:42]=[C:43]([C:45]([F:48])([F:46])[F:47])[CH:44]=1)[CH2:40][N:26]([CH2:25][C:24]1[C:15]([N:14]([CH2:13][CH:9]2[CH2:12][CH2:11][CH2:10]2)[CH2:33][CH3:34])=[N:16][C:17]2[C:22]([CH:23]=1)=[CH:21][CH:20]=[CH:19][CH:18]=2)[C:27]1[CH:31]=[C:30]([CH3:32])[O:29][N:28]=1, predict the reactants needed to synthesize it. The reactants are: C[O-].[Na+].O1CCCC1.[CH:9]1([CH2:13][N:14]([CH2:33][CH3:34])[C:15]2[C:24]([CH2:25][NH:26][C:27]3[CH:31]=[C:30]([CH3:32])[O:29][N:28]=3)=[CH:23][C:22]3[C:17](=[CH:18][CH:19]=[CH:20][CH:21]=3)[N:16]=2)[CH2:12][CH2:11][CH2:10]1.[F:35][C:36]([F:50])([F:49])[C:37]1[CH:38]=[C:39]([CH:42]=[C:43]([C:45]([F:48])([F:47])[F:46])[CH:44]=1)[CH2:40]Br. (4) Given the product [CH2:33]([N:21]1[CH:22]=[C:23]([C:25]2[CH:30]=[CH:29][C:28]([Cl:31])=[CH:27][C:26]=2[Cl:32])[N:24]=[C:20]1[C@@H:19]([NH:37][S:40]([CH3:39])(=[O:42])=[O:41])[CH2:18][C:15]1[CH:16]=[CH:17][C:12]([O:11][C:8]2[CH:9]=[CH:10][C:5]([C:4]([OH:3])=[O:38])=[CH:6][CH:7]=2)=[CH:13][CH:14]=1)[CH2:34][CH2:35][CH3:36], predict the reactants needed to synthesize it. The reactants are: Cl.C[O:3][C:4](=[O:38])[C:5]1[CH:10]=[CH:9][C:8]([O:11][C:12]2[CH:17]=[CH:16][C:15]([CH2:18][C@H:19]([NH2:37])[C:20]3[N:21]([CH2:33][CH2:34][CH2:35][CH3:36])[CH:22]=[C:23]([C:25]4[CH:30]=[CH:29][C:28]([Cl:31])=[CH:27][C:26]=4[Cl:32])[N:24]=3)=[CH:14][CH:13]=2)=[CH:7][CH:6]=1.[CH3:39][S:40](Cl)(=[O:42])=[O:41].